From a dataset of Catalyst prediction with 721,799 reactions and 888 catalyst types from USPTO. Predict which catalyst facilitates the given reaction. Reactant: [N:1]1[CH:6]=[CH:5][C:4](B(O)O)=[CH:3][CH:2]=1.FC(F)(F)S(O[C:16]1[C@@:20]2([CH3:38])[CH2:21][CH2:22][C@H:23]3[C@H:32]([C@@H:19]2[CH2:18][CH:17]=1)[CH2:31][CH:30]=[C:29]1[C@:24]3([CH3:37])[CH2:25][CH2:26][C:27](=[O:36])[N:28]1[CH:33]1[CH2:35][CH2:34]1)(=O)=O. Product: [CH:33]1([N:28]2[C:29]3[C@@:24]([CH3:37])([C@H:23]4[CH2:22][CH2:21][C@@:20]5([CH3:38])[C@@H:19]([CH2:18][CH:17]=[C:16]5[C:4]5[CH:5]=[CH:6][N:1]=[CH:2][CH:3]=5)[C@@H:32]4[CH2:31][CH:30]=3)[CH2:25][CH2:26][C:27]2=[O:36])[CH2:35][CH2:34]1. The catalyst class is: 184.